From a dataset of Peptide-MHC class I binding affinity with 185,985 pairs from IEDB/IMGT. Regression. Given a peptide amino acid sequence and an MHC pseudo amino acid sequence, predict their binding affinity value. This is MHC class I binding data. (1) The peptide sequence is NTPWRNPA. The MHC is Mamu-A01 with pseudo-sequence Mamu-A01. The binding affinity (normalized) is 0. (2) The peptide sequence is KSLDNYQEW. The MHC is HLA-B27:03 with pseudo-sequence HLA-B27:03. The binding affinity (normalized) is 0.0847. (3) The peptide sequence is RFARALPVWA. The MHC is Patr-A0901 with pseudo-sequence Patr-A0901. The binding affinity (normalized) is 0.558. (4) The MHC is H-2-Db with pseudo-sequence H-2-Db. The binding affinity (normalized) is 0.113. The peptide sequence is ISLKTDLGKI. (5) The peptide sequence is CEGQKYNQGQY. The MHC is Mamu-B01 with pseudo-sequence Mamu-B01. The binding affinity (normalized) is 0. (6) The peptide sequence is RDITAFEGL. The MHC is HLA-B27:05 with pseudo-sequence HLA-B27:05. The binding affinity (normalized) is 0.0847. (7) The peptide sequence is WSFLEDRVY. The MHC is HLA-B08:01 with pseudo-sequence HLA-B08:01. The binding affinity (normalized) is 0.0847.